This data is from Full USPTO retrosynthesis dataset with 1.9M reactions from patents (1976-2016). The task is: Predict the reactants needed to synthesize the given product. Given the product [CH2:23]([N:26]([CH2:27][CH2:28][CH3:29])[C:2]1[C:3]([C:16]2[CH:21]=[CH:20][C:19]([F:22])=[CH:18][CH:17]=2)=[N:4][C:5]2[C:10]([N:11]=1)=[CH:9][C:8]([C:12]([O:14][CH3:15])=[O:13])=[CH:7][CH:6]=2)[CH2:24][CH3:25], predict the reactants needed to synthesize it. The reactants are: Cl[C:2]1[C:3]([C:16]2[CH:21]=[CH:20][C:19]([F:22])=[CH:18][CH:17]=2)=[N:4][C:5]2[C:10]([N:11]=1)=[CH:9][C:8]([C:12]([O:14][CH3:15])=[O:13])=[CH:7][CH:6]=2.[CH2:23]([NH:26][CH2:27][CH2:28][CH3:29])[CH2:24][CH3:25].CCN(C(C)C)C(C)C.